Dataset: Peptide-MHC class I binding affinity with 185,985 pairs from IEDB/IMGT. Task: Regression. Given a peptide amino acid sequence and an MHC pseudo amino acid sequence, predict their binding affinity value. This is MHC class I binding data. (1) The binding affinity (normalized) is 0.0847. The MHC is HLA-A30:01 with pseudo-sequence HLA-A30:01. The peptide sequence is SYINRTGTF. (2) The peptide sequence is IVSSYVCSGL. The MHC is HLA-A02:03 with pseudo-sequence HLA-A02:03. The binding affinity (normalized) is 0.383. (3) The peptide sequence is SVYSWAIML. The MHC is HLA-A02:01 with pseudo-sequence HLA-A02:01. The binding affinity (normalized) is 0.733. (4) The peptide sequence is FQPQNGQAI. The MHC is H-2-Kb with pseudo-sequence H-2-Kb. The binding affinity (normalized) is 0.0258. (5) The peptide sequence is DSKGISHFY. The MHC is HLA-A11:01 with pseudo-sequence HLA-A11:01. The binding affinity (normalized) is 0. (6) The peptide sequence is EIEIEKNKK. The MHC is HLA-A68:02 with pseudo-sequence HLA-A68:02. The binding affinity (normalized) is 0.0847. (7) The peptide sequence is YRVRNVQTL. The MHC is HLA-A02:03 with pseudo-sequence HLA-A02:03. The binding affinity (normalized) is 0.0847.